Dataset: Full USPTO retrosynthesis dataset with 1.9M reactions from patents (1976-2016). Task: Predict the reactants needed to synthesize the given product. (1) Given the product [Cl:20][C:21]1[S:22][C:23]([CH2:26][N:8]2[C:4]3[CH:3]=[C:2]([Cl:1])[C:18]([Cl:19])=[CH:17][C:5]=3[N:6]=[C:7]2[C:9]2[CH:10]=[CH:11][C:12]([CH:15]=[O:16])=[CH:13][CH:14]=2)=[CH:24][CH:25]=1, predict the reactants needed to synthesize it. The reactants are: [Cl:1][C:2]1[C:18]([Cl:19])=[CH:17][C:5]2[N:6]=[C:7]([C:9]3[CH:14]=[CH:13][C:12]([CH:15]=[O:16])=[CH:11][CH:10]=3)[NH:8][C:4]=2[CH:3]=1.[Cl:20][C:21]1[S:22][C:23]([CH2:26]Cl)=[CH:24][CH:25]=1. (2) The reactants are: [CH3:1][NH:2][C@@H:3]1[C:8]2[CH:9]=[CH:10][CH:11]=[CH:12][C:7]=2[C@H:6]([C:13]2[CH:14]=[CH:15][C:16]([Cl:20])=[C:17]([Cl:19])[CH:18]=2)[CH2:5][CH2:4]1.C([O-])(=O)C(C1C=CC=CC=1)O.[ClH:32].CC(N(C)C)=O. Given the product [CH3:1][NH:2][C@@H:3]1[C:8]2[CH:9]=[CH:10][CH:11]=[CH:12][C:7]=2[C@H:6]([C:13]2[CH:14]=[CH:15][C:16]([Cl:20])=[C:17]([Cl:19])[CH:18]=2)[CH2:5][CH2:4]1.[ClH:32], predict the reactants needed to synthesize it. (3) Given the product [O:26]=[C:7]1[C:8]2([C:18]3=[CH:19][C:20]4[O:24][CH2:23][O:22][C:21]=4[CH:25]=[C:17]3[O:16][CH2:15]2)[C:9]2[C:14](=[CH:13][CH:12]=[CH:11][CH:10]=2)[N:6]1[CH2:5][C:4]([OH:27])=[O:3], predict the reactants needed to synthesize it. The reactants are: C([O:3][C:4](=[O:27])[CH2:5][N:6]1[C:14]2[C:9](=[CH:10][CH:11]=[CH:12][CH:13]=2)[C:8]2([C:18]3=[CH:19][C:20]4[O:24][CH2:23][O:22][C:21]=4[CH:25]=[C:17]3[O:16][CH2:15]2)[C:7]1=[O:26])C.O.[OH-].[Li+].Cl. (4) Given the product [Cl:36][C:37]1[CH:38]=[CH:39][C:40]([CH:43]2[N:47]([C:48]([N:50]3[CH2:55][CH2:31][CH:16]([N:17]4[CH2:22][CH2:21][CH2:20][CH2:18]4)[CH2:15][CH2:51]3)=[O:49])[C:46]([C:57]3[CH:62]=[CH:61][C:60]([O:63][CH3:64])=[CH:59][C:58]=3[O:65][CH2:66][CH3:67])=[N:45][CH:44]2[CH:68]2[CH2:69][CH2:73][CH2:72][CH2:71]2)=[CH:41][CH:42]=1, predict the reactants needed to synthesize it. The reactants are: FC(F)(F)C(O)=O.ClC1C=CC([CH:15]2N[C:18]([C:20]3C=CC(OC)=[CH:22][C:21]=3OCC)=[N:17][CH:16]2[CH:31]2CCCC2)=CC=1.[Cl:36][C:37]1[CH:42]=[CH:41][C:40]([CH:43]2[N:47]([C:48]([N:50]3[CH2:55]CN(C)C[CH2:51]3)=[O:49])[C:46]([C:57]3[CH:62]=[CH:61][C:60]([O:63][CH3:64])=[CH:59][C:58]=3[O:65][CH2:66][CH3:67])=[N:45][CH:44]2[CH2:68][CH:69]2[CH2:73][CH2:72][CH2:71]C2)=[CH:39][CH:38]=1. (5) Given the product [Cl:1][C:2]1[C:3]2[CH:14]=[CH:13][CH:12]=[CH:11][C:4]=2[S:5][C:6]=1[CH2:7][CH2:8][CH:9]([OH:10])[C:15]#[CH:16], predict the reactants needed to synthesize it. The reactants are: [Cl:1][C:2]1[C:3]2[CH:14]=[CH:13][CH:12]=[CH:11][C:4]=2[S:5][C:6]=1[CH2:7][CH2:8][CH:9]=[O:10].[C:15]([Mg]Br)#[CH:16].[NH4+].[Cl-]. (6) Given the product [CH3:1][C:2]1[N:3]=[C:4]2[CH:9]=[CH:8][C:7]([C:10]3[CH:15]=[CH:14][CH:13]=[CH:12][C:11]=3[C:16]([F:17])([F:19])[F:18])=[N:6][N:5]2[C:20]=1[C:21]([NH:38][C:37]1[N:40]=[N:39][CH:34]=[CH:35][CH:36]=1)=[O:23], predict the reactants needed to synthesize it. The reactants are: [CH3:1][C:2]1[N:3]=[C:4]2[CH:9]=[CH:8][C:7]([C:10]3[CH:15]=[CH:14][CH:13]=[CH:12][C:11]=3[C:16]([F:19])([F:18])[F:17])=[N:6][N:5]2[C:20]=1[C:21]([OH:23])=O.CN(C(ON1[N:40]=[N:39][C:34]2[CH:35]=[CH:36][CH:37]=[N:38]C1=2)=[N+](C)C)C.F[P-](F)(F)(F)(F)F.N1C=CC=C(N)N=1.CCN(C(C)C)C(C)C.